From a dataset of Forward reaction prediction with 1.9M reactions from USPTO patents (1976-2016). Predict the product of the given reaction. (1) Given the reactants [CH3:1][Si:2]([CH3:19])([CH3:18])[CH2:3][CH2:4][O:5][CH2:6][N:7]1[C:15]2[CH:14]=[C:13]([CH:16]=O)[N:12]=[CH:11][C:10]=2[N:9]=[N:8]1.CC1C=CC(S([CH2:30][N+:31]#[C-:32])(=O)=O)=CC=1.[C-]#[N:34].[K+], predict the reaction product. The product is: [CH3:1][Si:2]([CH3:19])([CH3:18])[CH2:3][CH2:4][O:5][CH2:6][N:7]1[C:15]2[CH:14]=[C:13]([C:16]3[N:34]=[CH:30][NH:31][CH:32]=3)[N:12]=[CH:11][C:10]=2[N:9]=[N:8]1. (2) Given the reactants [CH2:1]([O:8][C:9]1[CH:14]=[CH:13][C:12]([C:15]2[CH:16]=[N:17][C:18]3[N:19]([N:27]=[CH:28][C:29]=3[N+:30]([O-])=O)[C:20]=2[CH:21]2[CH2:26][CH2:25][CH2:24][CH2:23][CH2:22]2)=[CH:11][CH:10]=1)[C:2]1[CH:7]=[CH:6][CH:5]=[CH:4][CH:3]=1.[Sn](Cl)Cl, predict the reaction product. The product is: [CH2:1]([O:8][C:9]1[CH:10]=[CH:11][C:12]([C:15]2[CH:16]=[N:17][C:18]3[N:19]([N:27]=[CH:28][C:29]=3[NH2:30])[C:20]=2[CH:21]2[CH2:26][CH2:25][CH2:24][CH2:23][CH2:22]2)=[CH:13][CH:14]=1)[C:2]1[CH:7]=[CH:6][CH:5]=[CH:4][CH:3]=1. (3) The product is: [O:26]=[C:14]1[N:15]([C:16]2[CH:21]=[CH:20][CH:19]=[C:18]([C:22]([F:25])([F:24])[F:23])[CH:17]=2)[C:5]2[C:4]3[C:9](=[CH:10][CH:11]=[C:2]([C:35]4[CH:36]=[CH:37][C:38]([C:41]#[N:42])=[N:39][CH:40]=4)[N:3]=3)[N:8]=[CH:7][C:6]=2[CH:12]=[CH:13]1. Given the reactants Cl[C:2]1[N:3]=[C:4]2[C:9](=[CH:10][CH:11]=1)[N:8]=[CH:7][C:6]1[CH:12]=[CH:13][C:14](=[O:26])[N:15]([C:16]3[CH:21]=[CH:20][CH:19]=[C:18]([C:22]([F:25])([F:24])[F:23])[CH:17]=3)[C:5]2=1.CC1(C)C(C)(C)OB([C:35]2[CH:36]=[CH:37][C:38]([C:41]#[N:42])=[N:39][CH:40]=2)O1.CC1(C)C(C)(C)OB(C2C=CC(NC(=O)C)=NC=2)O1, predict the reaction product. (4) The product is: [N:1]1([CH2:20][CH:19]2[CH2:18][CH2:17][N:16]([C:26]3[CH:35]=[C:34]4[C:29]([CH:30]=[C:31]([C:37]5[CH:42]=[CH:41][CH:40]=[CH:39][C:38]=5[C:43]([F:46])([F:45])[F:44])[NH:32][C:33]4=[O:36])=[CH:28][CH:27]=3)[C:15]2=[O:14])[CH2:6][CH2:5][O:4][CH2:3][CH2:2]1. Given the reactants [NH:1]1[CH2:6][CH2:5][O:4][CH2:3][CH2:2]1.C(N(CC)CC)C.[O:14]=[C:15]1[CH:19]([CH2:20]OS(C)(=O)=O)[CH2:18][CH2:17][N:16]1[C:26]1[CH:35]=[C:34]2[C:29]([CH:30]=[C:31]([C:37]3[CH:42]=[CH:41][CH:40]=[CH:39][C:38]=3[C:43]([F:46])([F:45])[F:44])[NH:32][C:33]2=[O:36])=[CH:28][CH:27]=1.[Cl-].[NH4+], predict the reaction product. (5) Given the reactants [CH2:1]([O:3][C:4]1[CH:13]=[CH:12][C:7]([C:8]([O:10][CH3:11])=[O:9])=[CH:6][C:5]=1[O:14][CH3:15])[CH3:2].C(OC(=O)C)(=O)C.[N+:23]([O-])([OH:25])=[O:24], predict the reaction product. The product is: [CH2:1]([O:3][C:4]1[C:5]([O:14][CH3:15])=[CH:6][C:7]([C:8]([O:10][CH3:11])=[O:9])=[C:12]([N+:23]([O-:25])=[O:24])[CH:13]=1)[CH3:2]. (6) The product is: [C:31]([O:13][C@@H:8]1[CH2:9][CH2:10][CH2:11][CH2:12][C@H:7]1[C:1]1[CH:6]=[CH:5][CH:4]=[CH:3][CH:2]=1)(=[O:33])[CH3:32]. Given the reactants [C:1]1([C@@H:7]2[CH2:12][CH2:11][CH2:10][CH2:9][C@H:8]2[OH:13])[CH:6]=[CH:5][CH:4]=[CH:3][CH:2]=1.FC(F)(F)S([O-])(=O)=O.[Sn+2].FC(F)(F)S([O-])(=O)=O.[C:31](OC(=O)C)(=[O:33])[CH3:32].C(=O)(O)[O-].[Na+], predict the reaction product. (7) Given the reactants [CH3:1][O:2][C:3](=[O:11])[C:4]1[CH:9]=[CH:8][C:7]([SH:10])=[CH:6][CH:5]=1.CCN(CC)CC.[CH3:19][O:20][CH2:21]Cl, predict the reaction product. The product is: [CH3:1][O:2][C:3](=[O:11])[C:4]1[CH:9]=[CH:8][C:7]([S:10][CH2:19][O:20][CH3:21])=[CH:6][CH:5]=1.